Regression/Classification. Given a drug SMILES string, predict its toxicity properties. Task type varies by dataset: regression for continuous values (e.g., LD50, hERG inhibition percentage) or binary classification for toxic/non-toxic outcomes (e.g., AMES mutagenicity, cardiotoxicity, hepatotoxicity). Dataset: ames. From a dataset of Ames mutagenicity test results for genotoxicity prediction. (1) The drug is CN(C)CCCNc1c2ccccc2nc2ccc([N+](=O)[O-])cc12. The result is 1 (mutagenic). (2) The molecule is c1ccc(OP(Oc2ccccc2)Oc2ccccc2)cc1. The result is 0 (non-mutagenic). (3) The drug is C=CC(=O)OCC. The result is 0 (non-mutagenic). (4) The molecule is O=C1[C@@H]2CC=CC[C@H]2C(=O)N1SC(Cl)(Cl)Cl. The result is 1 (mutagenic). (5) The result is 1 (mutagenic). The drug is O=C(NO)c1ccc2ccccc2c1.